From a dataset of HIV replication inhibition screening data with 41,000+ compounds from the AIDS Antiviral Screen. Binary Classification. Given a drug SMILES string, predict its activity (active/inactive) in a high-throughput screening assay against a specified biological target. (1) The drug is OCC12COC(c3ccccc3)N1C(c1ccccc1)OC2. The result is 0 (inactive). (2) The drug is S=C(C=C1SC(=Nc2ccccc2)C(=Nc2ccccc2)N1c1ccccc1)Nc1ccccc1. The result is 0 (inactive). (3) The molecule is Cc1ccc(-n2nc(C(OC3OC(CO)C(O)C(O)C3O)C(O)CO)c3nc4cc(C)c(C)cc4nc32)cc1. The result is 0 (inactive). (4) The compound is CC(CN(C)C)OCCn1c2c(c3ccccc31)CCCC2. The result is 0 (inactive). (5) The molecule is CCOC(=O)C(N)CSSCC(N)C(=O)OCC. The result is 0 (inactive). (6) The molecule is CC(C)SC1CC2C(CC1(C)O)C2(C)C. The result is 0 (inactive). (7) The molecule is C[n+]1c2ccccc2n2c3ccccc3c(NCCCn3ccnc3)c(C#N)c21.Cc1ccc(S(=O)(=O)[O-])cc1. The result is 0 (inactive).